This data is from Forward reaction prediction with 1.9M reactions from USPTO patents (1976-2016). The task is: Predict the product of the given reaction. (1) Given the reactants [CH3:1][NH:2][CH3:3].Br[CH2:5][C:6]1[CH:11]=[CH:10][C:9]([CH2:12][C:13]#[N:14])=[CH:8][CH:7]=1, predict the reaction product. The product is: [CH3:1][N:2]([CH2:5][C:6]1[CH:11]=[CH:10][C:9]([CH2:12][C:13]#[N:14])=[CH:8][CH:7]=1)[CH3:3]. (2) Given the reactants [OH:1][CH2:2][CH:3]1[NH:8][CH2:7][CH2:6][N:5]([C:9]([O:11][C:12]([CH3:15])([CH3:14])[CH3:13])=[O:10])[CH2:4]1.[CH2:16]([C:18]1[CH:19]=[C:20]([N:24]=[C:25]=[O:26])[CH:21]=[CH:22][CH:23]=1)[CH3:17], predict the reaction product. The product is: [CH2:16]([C:18]1[CH:19]=[C:20]([NH:24][C:25]([N:8]2[CH2:7][CH2:6][N:5]([C:9]([O:11][C:12]([CH3:15])([CH3:14])[CH3:13])=[O:10])[CH2:4][CH:3]2[CH2:2][OH:1])=[O:26])[CH:21]=[CH:22][CH:23]=1)[CH3:17]. (3) Given the reactants [OH:1][C:2]([CH3:35])([CH3:34])[CH2:3][C@@:4]1([C:28]2[CH:33]=[CH:32][CH:31]=[CH:30][CH:29]=2)[O:9][C:8](=[O:10])[N:7]([C@H:11]([C:13]2[CH:18]=[CH:17][C:16](B3OC(C)(C)C(C)(C)O3)=[CH:15][CH:14]=2)[CH3:12])[CH2:6][CH2:5]1.Br[C:37]1[CH:38]=[CH:39][C:40](=[O:46])[N:41]([CH:43]([CH3:45])[CH3:44])[CH:42]=1.C([O-])([O-])=O.[Cs+].[Cs+], predict the reaction product. The product is: [OH:1][C:2]([CH3:35])([CH3:34])[CH2:3][C@@:4]1([C:28]2[CH:33]=[CH:32][CH:31]=[CH:30][CH:29]=2)[O:9][C:8](=[O:10])[N:7]([C@H:11]([C:13]2[CH:14]=[CH:15][C:16]([C:37]3[CH:38]=[CH:39][C:40](=[O:46])[N:41]([CH:43]([CH3:45])[CH3:44])[CH:42]=3)=[CH:17][CH:18]=2)[CH3:12])[CH2:6][CH2:5]1.